Dataset: Reaction yield outcomes from USPTO patents with 853,638 reactions. Task: Predict the reaction yield, written as a fraction of the theoretical maximum amount of product (1.0 means a 100% yield; for example, 0.34 means a 34% yield). (1) The reactants are [CH2:1]([NH:5][CH:6]1[CH2:9][N:8]([C:10]2[S:11][C:12]([C:16]([O:18][CH2:19][CH3:20])=[O:17])=[C:13]([CH3:15])[N:14]=2)[CH2:7]1)[CH2:2][CH2:3][CH3:4].[Cl:21][C:22]1[N:23]=[C:24]([C:29](O)=[O:30])[NH:25][C:26]=1[CH2:27][CH3:28].CCN=C=NCCCN(C)C.Cl.ON1C2C=CC=CC=2N=N1.CN1CCOCC1. No catalyst specified. The product is [CH2:1]([N:5]([C:29]([C:24]1[NH:25][C:26]([CH2:27][CH3:28])=[C:22]([Cl:21])[N:23]=1)=[O:30])[CH:6]1[CH2:9][N:8]([C:10]2[S:11][C:12]([C:16]([O:18][CH2:19][CH3:20])=[O:17])=[C:13]([CH3:15])[N:14]=2)[CH2:7]1)[CH2:2][CH2:3][CH3:4]. The yield is 0.790. (2) The reactants are C([O:4][C@H:5]1[CH2:22][CH2:21][C@@:20]2([CH3:23])[C@@H:7]([CH2:8][CH2:9][C@:10]3([CH3:50])[C@@H:19]2[CH2:18][CH2:17][C@H:16]2[C@@:11]3([CH3:49])[CH2:12][CH2:13][C@@:14]3([C:30]([NH:32][C@@H:33]4[CH2:36][C@H:35]([C:37]([O:39]CC5C=CC=CC=5)=[O:38])[C:34]4([CH3:48])[CH3:47])=[O:31])[CH2:26][CH2:25][C@@H:24]([C:27]([CH3:29])=[CH2:28])[C@@H:15]32)[C:6]1([CH3:52])[CH3:51])(=O)C.[OH-].[Na+]. The catalyst is CO.C1COCC1. The product is [OH:4][C@H:5]1[CH2:22][CH2:21][C@@:20]2([CH3:23])[C@@H:7]([CH2:8][CH2:9][C@:10]3([CH3:50])[C@@H:19]2[CH2:18][CH2:17][C@H:16]2[C@@:11]3([CH3:49])[CH2:12][CH2:13][C@@:14]3([C:30]([NH:32][C@@H:33]4[CH2:36][C@H:35]([C:37]([OH:39])=[O:38])[C:34]4([CH3:48])[CH3:47])=[O:31])[CH2:26][CH2:25][C@@H:24]([C:27]([CH3:29])=[CH2:28])[C@@H:15]32)[C:6]1([CH3:52])[CH3:51]. The yield is 0.920. (3) The reactants are [N:1]1[CH:6]=[CH:5][CH:4]=[CH:3][C:2]=1[C:7]1[N:11]=[C:10]([C:12]2[CH:13]=[N:14][CH:15]=[C:16](Br)[CH:17]=2)[O:9][N:8]=1.[S:19]1[CH:23]=[CH:22][C:21](B(O)O)=[CH:20]1.C(=O)([O-])[O-].[Na+].[Na+]. The catalyst is C1C=CC([P]([Pd]([P](C2C=CC=CC=2)(C2C=CC=CC=2)C2C=CC=CC=2)([P](C2C=CC=CC=2)(C2C=CC=CC=2)C2C=CC=CC=2)[P](C2C=CC=CC=2)(C2C=CC=CC=2)C2C=CC=CC=2)(C2C=CC=CC=2)C2C=CC=CC=2)=CC=1.COCCOC. The product is [N:1]1[CH:6]=[CH:5][CH:4]=[CH:3][C:2]=1[C:7]1[N:11]=[C:10]([C:12]2[CH:13]=[N:14][CH:15]=[C:16]([C:21]3[CH:22]=[CH:23][S:19][CH:20]=3)[CH:17]=2)[O:9][N:8]=1. The yield is 0.0800. (4) The reactants are S(O)(O)(=O)=O.CS[C:8](=[NH:10])[NH2:9].[OH-].[K+].[O:13]=[C:14]1[CH:18]([C:19]2[CH:24]=[CH:23][CH:22]=[CH:21][CH:20]=2)[CH2:17][CH2:16][CH:15]1[C:25](OCC)=[O:26]. The catalyst is O. The product is [NH2:9][C:8]1[O:13][C:14]2[CH:18]([C:19]3[CH:24]=[CH:23][CH:22]=[CH:21][CH:20]=3)[CH2:17][CH2:16][C:15]=2[C:25](=[O:26])[N:10]=1. The yield is 0.612.